This data is from CYP2D6 inhibition data for predicting drug metabolism from PubChem BioAssay. The task is: Regression/Classification. Given a drug SMILES string, predict its absorption, distribution, metabolism, or excretion properties. Task type varies by dataset: regression for continuous measurements (e.g., permeability, clearance, half-life) or binary classification for categorical outcomes (e.g., BBB penetration, CYP inhibition). Dataset: cyp2d6_veith. The drug is CCOc1ccc(OCC)c(NC(=O)CN(C)S(=O)(=O)c2cnc[nH]2)c1. The result is 0 (non-inhibitor).